This data is from Kir2.1 potassium channel HTS with 301,493 compounds. The task is: Binary Classification. Given a drug SMILES string, predict its activity (active/inactive) in a high-throughput screening assay against a specified biological target. (1) The drug is Clc1c(CSc2[nH]c3c(cccc3)c(=O)n2)ccc(F)c1. The result is 0 (inactive). (2) The molecule is Brc1c(OC2CCCC2)c(OC)cc(CNCCCC)c1. The result is 1 (active).